This data is from Forward reaction prediction with 1.9M reactions from USPTO patents (1976-2016). The task is: Predict the product of the given reaction. (1) Given the reactants [F:1][C:2]1([F:44])[O:6][C:5]2[CH:7]=[CH:8][C:9]([NH:11][C:12]3[C:17]([C:18]4[N:23]=[C:22]([CH3:24])[N:21]=[C:20]([N:25](CC5C=CC(OC)=CC=5)CC5C=CC(OC)=CC=5)[N:19]=4)=[CH:16][CH:15]=[CH:14][N:13]=3)=[CH:10][C:4]=2[O:3]1, predict the reaction product. The product is: [F:44][C:2]1([F:1])[O:6][C:5]2[CH:7]=[CH:8][C:9]([NH:11][C:12]3[C:17]([C:18]4[N:23]=[C:22]([CH3:24])[N:21]=[C:20]([NH2:25])[N:19]=4)=[CH:16][CH:15]=[CH:14][N:13]=3)=[CH:10][C:4]=2[O:3]1. (2) Given the reactants C([O:8][C:9]1[CH:10]=[C:11]2[C:15](=[CH:16][CH:17]=1)[N:14]([CH2:18][C:19]([O:21][C@H:22]([C:33]1[CH:38]=[CH:37][C:36]([O:39][CH:40]([F:42])[F:41])=[C:35]([O:43][CH2:44][CH:45]3[CH2:47][CH2:46]3)[CH:34]=1)[CH2:23][C:24]1[C:29]([Cl:30])=[CH:28][N+:27]([O-:31])=[CH:26][C:25]=1[Cl:32])=[O:20])[CH:13]=[CH:12]2)C1C=CC=CC=1, predict the reaction product. The product is: [Cl:32][C:25]1[CH:26]=[N+:27]([O-:31])[CH:28]=[C:29]([Cl:30])[C:24]=1[CH2:23][C@@H:22]([C:33]1[CH:38]=[CH:37][C:36]([O:39][CH:40]([F:42])[F:41])=[C:35]([O:43][CH2:44][CH:45]2[CH2:47][CH2:46]2)[CH:34]=1)[O:21][C:19](=[O:20])[CH2:18][N:14]1[C:15]2[C:11](=[CH:10][C:9]([OH:8])=[CH:17][CH:16]=2)[CH:12]=[CH:13]1. (3) Given the reactants [F-].[Cs+].[C:3]([O:7][C:8]([N:10]1[CH2:15][CH2:14][C:13]2[N:16]([CH3:27])[C:17]([C:20]3[CH:25]=[CH:24][N:23]=[C:22]([NH2:26])[N:21]=3)=[C:18](I)[C:12]=2[C:11]1=[O:28])=[O:9])([CH3:6])([CH3:5])[CH3:4].[N+:29]([C:32]1[CH:33]=[C:34]([CH:49]=[CH:50][CH:51]=1)[CH2:35][Sn](CCCC)(CCCC)CCCC)([O-:31])=[O:30], predict the reaction product. The product is: [C:3]([O:7][C:8]([N:10]1[CH2:15][CH2:14][C:13]2[N:16]([CH3:27])[C:17]([C:20]3[CH:25]=[CH:24][N:23]=[C:22]([NH2:26])[N:21]=3)=[C:18]([CH2:35][C:34]3[CH:49]=[CH:50][CH:51]=[C:32]([N+:29]([O-:31])=[O:30])[CH:33]=3)[C:12]=2[C:11]1=[O:28])=[O:9])([CH3:6])([CH3:5])[CH3:4]. (4) Given the reactants [Br:1][C:2]1[CH:9]=[CH:8][C:5]([CH:6]=[O:7])=[CH:4][CH:3]=1.[CH2:10](O)[CH2:11][OH:12].C(=O)(O)[O-].[Na+], predict the reaction product. The product is: [Br:1][C:2]1[CH:9]=[CH:8][C:5]([CH:6]2[O:12][CH2:11][CH2:10][O:7]2)=[CH:4][CH:3]=1. (5) Given the reactants [NH2:1][C:2]1[C:3]([O:16][CH3:17])=[CH:4][C:5]2[CH2:11][N:10]([CH2:12][CH3:13])[CH2:9][C:8](=[O:14])[NH:7][C:6]=2[CH:15]=1.Cl[C:19]1[N:24]=[C:23]([NH:25][C:26]2[CH:31]=[CH:30][CH:29]=[CH:28][C:27]=2[S:32]([N:35]([CH3:37])[CH3:36])(=[O:34])=[O:33])[C:22]([Cl:38])=[CH:21][N:20]=1, predict the reaction product. The product is: [Cl:38][C:22]1[C:23]([NH:25][C:26]2[CH:31]=[CH:30][CH:29]=[CH:28][C:27]=2[S:32]([N:35]([CH3:37])[CH3:36])(=[O:34])=[O:33])=[N:24][C:19]([NH:1][C:2]2[C:3]([O:16][CH3:17])=[CH:4][C:5]3[CH2:11][N:10]([CH2:12][CH3:13])[CH2:9][C:8](=[O:14])[NH:7][C:6]=3[CH:15]=2)=[N:20][CH:21]=1.